From a dataset of Full USPTO retrosynthesis dataset with 1.9M reactions from patents (1976-2016). Predict the reactants needed to synthesize the given product. (1) Given the product [Br:2][C:3]1[CH:4]=[CH:5][C:6]([C:9]2[O:13][N:12]=[C:11]([CH3:14])[C:10]=2[CH:15]=[CH:46][CH:45]([CH3:48])[CH2:44][C:41]2[CH:40]=[CH:39][C:38]([CH:35]([CH3:37])[CH3:36])=[CH:43][CH:42]=2)=[CH:7][CH:8]=1, predict the reactants needed to synthesize it. The reactants are: [Br-].[Br:2][C:3]1[CH:8]=[CH:7][C:6]([C:9]2[O:13][N:12]=[C:11]([CH3:14])[C:10]=2[CH2:15][P+](C2C=CC=CC=2)(C2C=CC=CC=2)C2C=CC=CC=2)=[CH:5][CH:4]=1.[CH:35]([C:38]1[CH:43]=[CH:42][C:41]([CH2:44][CH:45]([CH3:48])[CH:46]=O)=[CH:40][CH:39]=1)([CH3:37])[CH3:36]. (2) The reactants are: [Br:1][C:2]1[CH:7]=[CH:6][CH:5]=[CH:4][C:3]=1[OH:8].[C:9]1(B(O)O)[CH:14]=[CH:13][CH:12]=[CH:11][CH:10]=1. Given the product [Br:1][C:2]1[CH:7]=[CH:6][CH:5]=[CH:4][C:3]=1[O:8][C:9]1[CH:14]=[CH:13][CH:12]=[CH:11][CH:10]=1, predict the reactants needed to synthesize it.